This data is from Forward reaction prediction with 1.9M reactions from USPTO patents (1976-2016). The task is: Predict the product of the given reaction. (1) The product is: [CH3:1][O:2][C:3](=[O:9])[CH2:4][CH2:5][C:6]1[S:23][C:12]([NH2:14])=[N:11][N:10]=1. Given the reactants [CH3:1][O:2][C:3](=[O:9])[CH2:4][CH2:5][C:6](Cl)=O.[NH2:10][NH:11][C:12]([NH2:14])=O.C1(C)C=CC=CC=1.C[S:23](O)(=O)=O, predict the reaction product. (2) Given the reactants [Br:1][C:2]1[CH:7]=[CH:6][C:5]([C:8]2[O:12][N:11]=[C:10]([CH3:13])[C:9]=2[CH:14]=O)=[CH:4][CH:3]=1.[CH3:16][C@H:17]([C:20]1[CH:25]=[CH:24][CH:23]=[CH:22][CH:21]=1)[CH2:18][NH2:19], predict the reaction product. The product is: [Br:1][C:2]1[CH:7]=[CH:6][C:5]([C:8]2[O:12][N:11]=[C:10]([CH3:13])[C:9]=2[CH2:14][NH:19][CH2:18][C@@H:17]([C:20]2[CH:25]=[CH:24][CH:23]=[CH:22][CH:21]=2)[CH3:16])=[CH:4][CH:3]=1. (3) Given the reactants [CH3:1][O:2][C:3]([C:5]1[N:6]=[C:7]([CH2:18][CH:19]2[CH2:23][CH2:22][CH2:21][CH2:20]2)[C:8]2[C:13]([CH:14]=1)=[CH:12][CH:11]=[C:10]([C:15]([OH:17])=O)[CH:9]=2)=[O:4].[C:24]([CH:28]1[CH2:33][CH2:32][CH:31]([NH2:34])[CH2:30][CH2:29]1)([CH3:27])([CH3:26])[CH3:25].CN(C(ON1N=NC2C=CC=CC1=2)=[N+](C)C)C.F[P-](F)(F)(F)(F)F.CCN(C(C)C)C(C)C, predict the reaction product. The product is: [CH3:1][O:2][C:3]([C:5]1[N:6]=[C:7]([CH2:18][CH:19]2[CH2:20][CH2:21][CH2:22][CH2:23]2)[C:8]2[C:13]([CH:14]=1)=[CH:12][CH:11]=[C:10]([C:15](=[O:17])[NH:34][CH:31]1[CH2:32][CH2:33][CH:28]([C:24]([CH3:27])([CH3:26])[CH3:25])[CH2:29][CH2:30]1)[CH:9]=2)=[O:4]. (4) The product is: [CH2:1]([N:8]1[CH2:13][CH2:12][NH:11][CH2:10][C@@H:9]1[CH3:21])[C:2]1[CH:7]=[CH:6][CH:5]=[CH:4][CH:3]=1. Given the reactants [CH2:1]([N:8]1[CH2:13][CH2:12][N:11](C(OC(C)(C)C)=O)[CH2:10][C@@H:9]1[CH3:21])[C:2]1[CH:7]=[CH:6][CH:5]=[CH:4][CH:3]=1.FC(F)(F)C([O-])=O.[OH-].[Na+], predict the reaction product. (5) Given the reactants [C:1]([CH2:3][CH2:4][N:5]([CH2:22][CH2:23][C:24]#[N:25])[CH2:6][CH2:7][CH2:8][CH2:9][CH2:10][CH2:11][CH2:12][N:13]([CH2:18][CH2:19][C:20]#[N:21])[CH2:14][CH2:15][C:16]#[N:17])#[N:2].CCO.C1COCC1, predict the reaction product. The product is: [NH2:17][CH2:16][CH2:15][CH2:14][N:13]([CH2:18][CH2:19][CH2:20][NH2:21])[CH2:12][CH2:11][CH2:10][CH2:9][CH2:8][CH2:7][CH2:6][N:5]([CH2:22][CH2:23][CH2:24][NH2:25])[CH2:4][CH2:3][CH2:1][NH2:2]. (6) Given the reactants [Cl:1][C:2]1[C:7]([C:8]#[N:9])=[C:6]([O:10][CH3:11])[N:5]=[C:4]([CH3:12])[CH:3]=1.B, predict the reaction product. The product is: [Cl:1][C:2]1[CH:3]=[C:4]([CH3:12])[N:5]=[C:6]([O:10][CH3:11])[C:7]=1[CH2:8][NH2:9]. (7) Given the reactants [OH-].[Na+].C([O:5][C:6]([C:8]1[S:23][C:11]2[N:12]=[C:13]([NH2:22])[N:14]=[C:15]([C:16]3[CH:21]=[CH:20][CH:19]=[CH:18][CH:17]=3)[C:10]=2[CH:9]=1)=[O:7])C, predict the reaction product. The product is: [NH2:22][C:13]1[N:14]=[C:15]([C:16]2[CH:17]=[CH:18][CH:19]=[CH:20][CH:21]=2)[C:10]2[CH:9]=[C:8]([C:6]([OH:7])=[O:5])[S:23][C:11]=2[N:12]=1. (8) Given the reactants B.C1COCC1.Br[CH2:8][C:9]([C:11]1[CH:12]=[CH:13][C:14]([Cl:22])=[C:15]([NH:17][S:18]([CH3:21])(=[O:20])=[O:19])[CH:16]=1)=[O:10].Cl.[N-:24]=[N+:25]=[N-:26].[Na+].[I-].[Na+], predict the reaction product. The product is: [N:24]([CH2:8][C@@H:9]([C:11]1[CH:12]=[CH:13][C:14]([Cl:22])=[C:15]([NH:17][S:18]([CH3:21])(=[O:20])=[O:19])[CH:16]=1)[OH:10])=[N+:25]=[N-:26]. (9) Given the reactants C(=O)([O-])[O-:2].[Li+].[Li+].[Li].[O-2:8].[O-2].[O-2].[O-2].[Co+2:12].[Co+3].[Co+3].[V+5:15].[Co], predict the reaction product. The product is: [O-2:2].[O-2:8].[O-2:2].[O-2:2].[Co+2:12].[Co+3:12].[Co+3:12].[V:15].[Co:12]. (10) Given the reactants S(Cl)(Cl)=O.[OH:5][C:6]1[CH:7]=[C:8](/[CH:15]=[CH:16]/[C:17]([OH:19])=O)[CH:9]=[CH:10][C:11]=1[N+:12]([O-:14])=[O:13].[Cl:20][C:21]1[CH:22]=[C:23]([CH:25]=[CH:26][CH:27]=1)[NH2:24], predict the reaction product. The product is: [Cl:20][C:21]1[CH:22]=[C:23]([NH:24][C:17](=[O:19])/[CH:16]=[CH:15]/[C:8]2[CH:9]=[CH:10][C:11]([N+:12]([O-:14])=[O:13])=[C:6]([OH:5])[CH:7]=2)[CH:25]=[CH:26][CH:27]=1.